Dataset: Full USPTO retrosynthesis dataset with 1.9M reactions from patents (1976-2016). Task: Predict the reactants needed to synthesize the given product. Given the product [C:1]([N:4]1[C:13]2[C:8](=[CH:9][C:10]([N:30]3[CH2:29][CH:28]4[N:35]([C:36]([O:38][C:39]([CH3:42])([CH3:41])[CH3:40])=[O:37])[CH:32]([CH2:33][CH2:34]4)[CH2:31]3)=[CH:11][CH:12]=2)[C@H:7]([NH2:15])[C@@H:6]([CH3:26])[C@@H:5]1[CH3:27])(=[O:3])[CH3:2], predict the reactants needed to synthesize it. The reactants are: [C:1]([N:4]1[C:13]2[C:8](=[CH:9][C:10](Br)=[CH:11][CH:12]=2)[C@H:7]([NH:15]C(=O)OCC2C=CC=CC=2)[C@@H:6]([CH3:26])[C@@H:5]1[CH3:27])(=[O:3])[CH3:2].[CH:28]12[N:35]([C:36]([O:38][C:39]([CH3:42])([CH3:41])[CH3:40])=[O:37])[CH:32]([CH2:33][CH2:34]1)[CH2:31][NH:30][CH2:29]2.CC(C)([O-])C.[Na+].CN(C1C(C2C(P(C3CCCCC3)C3CCCCC3)=CC=CC=2)=CC=CC=1)C.